Predict the reactants needed to synthesize the given product. From a dataset of Full USPTO retrosynthesis dataset with 1.9M reactions from patents (1976-2016). (1) Given the product [NH2:8][CH2:9][CH2:10][CH2:11][O:12][C:13]1[CH:14]=[C:15]([C:50]([NH:86][CH2:87][C@H:88]([NH:93][S:94]([C:97]2[C:102]([CH3:103])=[CH:101][C:100]([CH3:104])=[CH:99][C:98]=2[CH3:105])(=[O:96])=[O:95])[C:89]([OH:91])=[O:90])=[O:52])[CH:16]=[C:17]2[C:21]=1[N:20]([CH2:22][CH2:23][CH2:24][NH:25][C:26]1[NH:30][CH:29]=[CH:28][N:27]=1)[N:19]=[CH:18]2, predict the reactants needed to synthesize it. The reactants are: C(OC([NH:8][CH2:9][CH2:10][CH2:11][O:12][C:13]1[CH:14]=[C:15]([C:50]([OH:52])=O)[CH:16]=[C:17]2[C:21]=1[N:20]([CH2:22][CH2:23][CH2:24][NH:25][C:26]1[N:27](C(C3C=CC=CC=3)(C3C=CC=CC=3)C3C=CC=CC=3)[CH:28]=[CH:29][N:30]=1)[N:19]=[CH:18]2)=O)(C)(C)C.CCN(C(C)C)C(C)C.CN(C(ON1N=NC2C=CC=CC1=2)=[N+](C)C)C.F[P-](F)(F)(F)(F)F.[NH2:86][CH2:87][C@H:88]([NH:93][S:94]([C:97]1[C:102]([CH3:103])=[CH:101][C:100]([CH3:104])=[CH:99][C:98]=1[CH3:105])(=[O:96])=[O:95])[C:89]([O:91]C)=[O:90].[Li+].[OH-]. (2) Given the product [C:1]([NH:9][C:10]1[CH:15]=[CH:14][C:13]([CH2:16][CH2:17][C:18]([OH:20])=[O:19])=[CH:12][CH:11]=1)(=[O:8])[C:2]1[CH:7]=[CH:6][CH:5]=[CH:4][CH:3]=1, predict the reactants needed to synthesize it. The reactants are: [C:1]([NH:9][C:10]1[CH:15]=[CH:14][C:13]([CH:16]=[CH:17][C:18]([OH:20])=[O:19])=[CH:12][CH:11]=1)(=[O:8])[C:2]1[CH:7]=[CH:6][CH:5]=[CH:4][CH:3]=1. (3) Given the product [C:2]([C:7]1[O:11][C:10]([CH2:12][N:13]2[CH:17]=[C:16]([NH:18][C:31]([C:27]3[N:28]=[CH:29][O:30][C:26]=3[C:24]3[CH:23]=[CH:22][N:21]=[C:20]([F:19])[CH:25]=3)=[O:32])[CH:15]=[N:14]2)=[CH:9][CH:8]=1)(=[O:6])[CH3:1], predict the reactants needed to synthesize it. The reactants are: [CH3:1][C:2]1([C:7]2[O:11][C:10]([CH2:12][N:13]3[CH:17]=[C:16]([NH2:18])[CH:15]=[N:14]3)=[CH:9][CH:8]=2)[O:6]CCO1.[F:19][C:20]1[CH:25]=[C:24]([C:26]2[O:30][CH:29]=[N:28][C:27]=2[C:31](O)=[O:32])[CH:23]=[CH:22][N:21]=1. (4) Given the product [C:1]([O:5][C:6](=[O:17])[CH:7]([C:8]1[CH:13]=[CH:12][CH:11]=[CH:10][C:9]=1[F:14])[CH2:15][NH2:16])([CH3:4])([CH3:2])[CH3:3], predict the reactants needed to synthesize it. The reactants are: [C:1]([O:5][C:6](=[O:17])[CH:7]([C:15]#[N:16])[C:8]1[CH:13]=[CH:12][CH:11]=[CH:10][C:9]=1[F:14])([CH3:4])([CH3:3])[CH3:2]. (5) Given the product [CH3:51][O:52][C:53](=[O:56])[CH2:54][NH:55][C:12]([C:10]1[S:11][C:7]([C:1]2[CH:6]=[CH:5][CH:4]=[CH:3][CH:2]=2)=[CH:8][C:9]=1[NH:15][S:16]([C:19]1[CH:24]=[CH:23][C:22]([CH3:25])=[CH:21][CH:20]=1)(=[O:18])=[O:17])=[O:13], predict the reactants needed to synthesize it. The reactants are: [C:1]1([C:7]2[S:11][C:10]([C:12](O)=[O:13])=[C:9]([NH:15][S:16]([C:19]3[CH:24]=[CH:23][C:22]([CH3:25])=[CH:21][CH:20]=3)(=[O:18])=[O:17])[CH:8]=2)[CH:6]=[CH:5][CH:4]=[CH:3][CH:2]=1.CN(C(ON1N=NC2C=CC=NC1=2)=[N+](C)C)C.F[P-](F)(F)(F)(F)F.Cl.[CH3:51][O:52][C:53](=[O:56])[CH2:54][NH2:55].N1C(C)=CC(C)=CC=1C.